This data is from Catalyst prediction with 721,799 reactions and 888 catalyst types from USPTO. The task is: Predict which catalyst facilitates the given reaction. (1) Reactant: [OH:1][CH2:2][CH:3]1[CH2:7][N:6]([C@@H:8]([CH2:16][CH3:17])[C:9]([O:11][C:12]([CH3:15])([CH3:14])[CH3:13])=[O:10])[C:5](=[O:18])[CH2:4]1. Product: [C:12]([O:11][C:9]([C@@H:8]([N:6]1[C:5](=[O:18])[CH2:4][CH:3]([CH:2]=[O:1])[CH2:7]1)[CH2:16][CH3:17])=[O:10])([CH3:15])([CH3:13])[CH3:14]. The catalyst class is: 202. (2) Reactant: [F:1][CH2:2][CH:3]([OH:5])[CH3:4].[CH3:6][S:7](Cl)(=[O:9])=[O:8]. Product: [CH3:6][S:7]([O:5][CH:3]([CH3:4])[CH2:2][F:1])(=[O:9])=[O:8]. The catalyst class is: 79.